From a dataset of Forward reaction prediction with 1.9M reactions from USPTO patents (1976-2016). Predict the product of the given reaction. (1) Given the reactants Br[C:2]1[CH:7]=[CH:6][C:5]([N:8]2[CH:12]=[C:11]([CH3:13])[N:10]=[CH:9]2)=[C:4]([O:14][CH3:15])[CH:3]=1.[Cl:16][C:17]1[CH:29]=[CH:28][C:20]([CH2:21][N:22]2[CH:26]=[N:25][C:24]([NH2:27])=[N:23]2)=[CH:19][CH:18]=1, predict the reaction product. The product is: [Cl:16][C:17]1[CH:29]=[CH:28][C:20]([CH2:21][N:22]2[CH:26]=[N:25][C:24]([NH:27][C:2]3[CH:7]=[CH:6][C:5]([N:8]4[CH:12]=[C:11]([CH3:13])[N:10]=[CH:9]4)=[C:4]([O:14][CH3:15])[CH:3]=3)=[N:23]2)=[CH:19][CH:18]=1. (2) Given the reactants [CH3:1][N:2]1[C:6]([NH2:7])=[CH:5][C:4]([CH3:8])=[N:3]1.Cl[C:10]([O:12][CH2:13][C:14]([Cl:17])([Cl:16])[Cl:15])=[O:11].O, predict the reaction product. The product is: [CH3:1][N:2]1[C:6]([NH:7][C:10](=[O:11])[O:12][CH2:13][C:14]([Cl:17])([Cl:16])[Cl:15])=[CH:5][C:4]([CH3:8])=[N:3]1. (3) Given the reactants [Br:1][C:2]1[CH:3]=[C:4]([C:8]2[NH:12][N:11]=[C:10]([SH:13])[N:9]=2)[CH:5]=[CH:6][CH:7]=1.C([O:18][C:19](=[O:22])[CH2:20]Br)(C)(C)C, predict the reaction product. The product is: [Br:1][C:2]1[CH:3]=[C:4]([C:8]2[NH:12][N:11]=[C:10]([S:13][CH2:20][C:19]([OH:22])=[O:18])[N:9]=2)[CH:5]=[CH:6][CH:7]=1. (4) Given the reactants [Cl:1][C:2]1[CH:3]=[C:4]([CH:9]=[CH:10][C:11]=1[C:12]1[C:35](=[O:36])[N:34]([CH2:37][CH3:38])[C:15]2[N:16]=[C:17]([NH:20][C:21]3[CH:26]=[CH:25][C:24]([N:27]4[CH2:32][CH2:31][N:30]([CH3:33])[CH2:29][CH2:28]4)=[CH:23][CH:22]=3)[N:18]=[CH:19][C:14]=2[CH:13]=1)[C:5]([NH:7][NH2:8])=[O:6].F[C:40](F)(F)C(O)=O, predict the reaction product. The product is: [Cl:1][C:2]1[CH:3]=[C:4]([C:5]2[O:6][CH:40]=[N:8][N:7]=2)[CH:9]=[CH:10][C:11]=1[C:12]1[C:35](=[O:36])[N:34]([CH2:37][CH3:38])[C:15]2[N:16]=[C:17]([NH:20][C:21]3[CH:22]=[CH:23][C:24]([N:27]4[CH2:28][CH2:29][N:30]([CH3:33])[CH2:31][CH2:32]4)=[CH:25][CH:26]=3)[N:18]=[CH:19][C:14]=2[CH:13]=1.